This data is from Reaction yield outcomes from USPTO patents with 853,638 reactions. The task is: Predict the reaction yield, written as a fraction of the theoretical maximum amount of product (1.0 means a 100% yield; for example, 0.34 means a 34% yield). (1) The reactants are C[O:2][C:3]1[C:4]([CH3:33])=[C:5]([C:24]([O:31]C)=[C:25]([O:29][CH3:30])[C:26]=1[O:27][CH3:28])[CH2:6][C:7]1[CH:8]=[CH:9][C:10]([O:16][CH2:17][C:18]2[CH:23]=[CH:22][CH:21]=[CH:20][CH:19]=2)=[C:11]([CH:15]=1)[C:12]([OH:14])=[O:13].O=[N+]([O-])[O-].[O-][N+](=O)[O-].[O-][N+](=O)[O-].[O-][N+](=O)[O-].[O-][N+](=O)[O-].[O-][N+](=O)[O-].[Ce+4].[NH4+].[NH4+]. The catalyst is C(#N)C.O. The product is [CH3:28][O:27][C:26]1[C:3](=[O:2])[C:4]([CH3:33])=[C:5]([CH2:6][C:7]2[CH:8]=[CH:9][C:10]([O:16][CH2:17][C:18]3[CH:23]=[CH:22][CH:21]=[CH:20][CH:19]=3)=[C:11]([CH:15]=2)[C:12]([OH:14])=[O:13])[C:24](=[O:31])[C:25]=1[O:29][CH3:30]. The yield is 0.480. (2) The reactants are C[N:2](C)/[CH:3]=[C:4](\[C:8]([F:11])([F:10])[F:9])/[C:5](=O)[CH3:6].O.[NH2:14]N. The catalyst is C(O)C. The product is [CH3:6][C:5]1[C:4]([C:8]([F:11])([F:10])[F:9])=[CH:3][NH:2][N:14]=1. The yield is 0.610. (3) The reactants are [CH3:1][O:2][C:3](=[O:13])[CH:4]=[CH:5][C:6]1[CH:11]=[CH:10][C:9]([CH3:12])=[CH:8][CH:7]=1.[H][H]. The catalyst is CO.[Pd]. The product is [CH3:1][O:2][C:3](=[O:13])[CH2:4][CH2:5][C:6]1[CH:7]=[CH:8][C:9]([CH3:12])=[CH:10][CH:11]=1. The yield is 0.950. (4) The reactants are [C:1]([N:4]1[CH2:7][CH2:6][CH:5]1[C:8]1[CH:13]=[CH:12][C:11]([C:14]2[CH:15]=[C:16]3[C:20](=[CH:21][C:22]=2[Cl:23])[NH:19][CH:18]=[C:17]3[C:24]([O:26]C)=[O:25])=[CH:10][CH:9]=1)(=[O:3])[CH3:2].[OH-].[Na+]. The catalyst is CO. The product is [C:1]([N:4]1[CH2:7][CH2:6][CH:5]1[C:8]1[CH:13]=[CH:12][C:11]([C:14]2[CH:15]=[C:16]3[C:20](=[CH:21][C:22]=2[Cl:23])[NH:19][CH:18]=[C:17]3[C:24]([OH:26])=[O:25])=[CH:10][CH:9]=1)(=[O:3])[CH3:2]. The yield is 0.0700.